The task is: Predict the product of the given reaction.. This data is from Forward reaction prediction with 1.9M reactions from USPTO patents (1976-2016). (1) Given the reactants Br[C:2]1[CH:7]=[CH:6][C:5]([C:8]([F:11])([F:10])[F:9])=[C:4](F)[CH:3]=1.[CH:13]([NH2:16])([CH3:15])[CH3:14].CCN(C(C)C)C(C)C.NC1C=CC=CC=1.Cl.[C:34]([N:42]1[CH2:47][CH2:46][NH:45][CH2:44][CH2:43]1)(=[O:41])[C:35]1[CH:40]=[CH:39][CH:38]=[CH:37][CH:36]=1.CC([O-])(C)C.[Na+].C1C=CC(P(C2C(C3C(P(C4C=CC=CC=4)C4C=CC=CC=4)=CC=C4C=3C=CC=C4)=C3C(C=CC=C3)=CC=2)C2C=CC=CC=2)=CC=1, predict the reaction product. The product is: [CH:13]([NH:16][C:4]1[CH:3]=[C:2]([N:45]2[CH2:46][CH2:47][N:42]([C:34]([C:35]3[CH:36]=[CH:37][CH:38]=[CH:39][CH:40]=3)=[O:41])[CH2:43][CH2:44]2)[CH:7]=[CH:6][C:5]=1[C:8]([F:11])([F:10])[F:9])([CH3:15])[CH3:14]. (2) Given the reactants [Cl:1][C:2]1[CH:3]=[C:4]([O:11][CH3:12])[C:5]([C:8]([OH:10])=[O:9])=[N:6][CH:7]=1.S(=O)(=O)(O)O.[CH3:18]O, predict the reaction product. The product is: [Cl:1][C:2]1[CH:3]=[C:4]([O:11][CH3:12])[C:5]([C:8]([O:10][CH3:18])=[O:9])=[N:6][CH:7]=1. (3) Given the reactants Br[C:2]1[CH:7]=[CH:6][C:5]([N:8]([CH3:27])[C:9]([N:11]2[CH2:16][CH2:15][CH:14]([C:17](=[O:26])[C:18]3[CH:23]=[CH:22][C:21]([O:24][CH3:25])=[CH:20][CH:19]=3)[CH2:13][CH2:12]2)=[O:10])=[CH:4][CH:3]=1.[CH2:28]([N:30]1[CH:34]=[C:33](B2OC(C)(C)C(C)(C)O2)[CH:32]=[N:31]1)[CH3:29].C(=O)([O-])[O-].[Cs+].[Cs+].ClCCl, predict the reaction product. The product is: [CH2:28]([N:30]1[CH:34]=[C:33]([C:2]2[CH:3]=[CH:4][C:5]([N:8]([CH3:27])[C:9]([N:11]3[CH2:16][CH2:15][CH:14]([C:17](=[O:26])[C:18]4[CH:23]=[CH:22][C:21]([O:24][CH3:25])=[CH:20][CH:19]=4)[CH2:13][CH2:12]3)=[O:10])=[CH:6][CH:7]=2)[CH:32]=[N:31]1)[CH3:29]. (4) Given the reactants [CH3:1][NH:2][C:3]([C:5]1[C:13]2[C:8](=[N:9][C:10]([NH:15][S:16]([CH3:19])(=[O:18])=[O:17])=[C:11]([I:14])[CH:12]=2)[O:7][C:6]=1[C:20]1[CH:25]=[CH:24][C:23]([F:26])=[CH:22][CH:21]=1)=[O:4].I[CH2:28][CH2:29][CH2:30][S:31]([CH3:34])(=[O:33])=[O:32].C(=O)([O-])[O-].[Cs+].[Cs+], predict the reaction product. The product is: [CH3:1][NH:2][C:3]([C:5]1[C:13]2[C:8](=[N:9][C:10]([N:15]([S:16]([CH3:19])(=[O:18])=[O:17])[CH2:28][CH2:29][CH2:30][S:31]([CH3:34])(=[O:33])=[O:32])=[C:11]([I:14])[CH:12]=2)[O:7][C:6]=1[C:20]1[CH:25]=[CH:24][C:23]([F:26])=[CH:22][CH:21]=1)=[O:4]. (5) Given the reactants [CH3:1][O:2][C:3]([C:5]1[CH:14]=[C:13](OS(C(F)(F)F)(=O)=O)[C:12]2[C:7](=[C:8]([O:23][CH2:24][C:25]3[CH:30]=[CH:29][CH:28]=[CH:27][CH:26]=3)[CH:9]=[CH:10][CH:11]=2)[N:6]=1)=[O:4].CN1CCNCC1.[NH:38]1[CH2:43][CH2:42][CH2:41][CH2:40][CH2:39]1, predict the reaction product. The product is: [CH3:1][O:2][C:3]([C:5]1[CH:14]=[C:13]([N:38]2[CH2:43][CH2:42][CH2:41][CH2:40][CH2:39]2)[C:12]2[C:7](=[C:8]([O:23][CH2:24][C:25]3[CH:30]=[CH:29][CH:28]=[CH:27][CH:26]=3)[CH:9]=[CH:10][CH:11]=2)[N:6]=1)=[O:4]. (6) Given the reactants [CH2:1]([OH:3])C.C([O-])=O.[NH4+].C(O)=O.[CH2:11]([OH:18])[C:12]1[CH:17]=[CH:16][CH:15]=[CH:14][CH:13]=1, predict the reaction product. The product is: [C:12]1([CH:11]([OH:18])[CH2:1][OH:3])[CH:17]=[CH:16][CH:15]=[CH:14][CH:13]=1.